From a dataset of Reaction yield outcomes from USPTO patents with 853,638 reactions. Predict the reaction yield, written as a fraction of the theoretical maximum amount of product (1.0 means a 100% yield; for example, 0.34 means a 34% yield). The reactants are [Cl:1][C:2]1[N:3]=[C:4]2[C:9](=[CH:10][CH:11]=1)[N:8]=[CH:7][C:6]([C:12](=[O:14])[CH3:13])=[C:5]2[NH:15][C@H:16]1[CH2:21][CH2:20][C@H:19]([CH2:22][N:23]([CH3:25])[CH3:24])[CH2:18][CH2:17]1.[CH3:26][O:27][C:28]1[CH:33]=[CH:32][C:31](B(O)O)=[CH:30][CH:29]=1.C1(N)C(F)=C(F)C(F)=C(N)C=1F.[ClH:49].Cl. No catalyst specified. The product is [ClH:1].[ClH:49].[CH3:24][N:23]([CH2:22][C@H:19]1[CH2:20][CH2:21][C@H:16]([NH:15][C:5]2[C:4]3[C:9](=[CH:10][CH:11]=[C:2]([C:31]4[CH:32]=[CH:33][C:28]([O:27][CH3:26])=[CH:29][CH:30]=4)[N:3]=3)[N:8]=[CH:7][C:6]=2[C:12](=[O:14])[CH3:13])[CH2:17][CH2:18]1)[CH3:25]. The yield is 0.790.